Dataset: Forward reaction prediction with 1.9M reactions from USPTO patents (1976-2016). Task: Predict the product of the given reaction. (1) Given the reactants C([O:3][C:4]([C:6]1([C:9]2[CH:14]=[CH:13][C:12]([C:15]3[CH:20]=[CH:19][C:18]([C:21]4[S:22][C:23]([Cl:39])=[CH:24][C:25]=4[NH:26][C:27]([O:29][C@@H:30]([C:32]4[CH:37]=[CH:36][CH:35]=[C:34]([F:38])[CH:33]=4)[CH3:31])=[O:28])=[CH:17][C:16]=3[O:40][CH3:41])=[CH:11][CH:10]=2)[CH2:8][CH2:7]1)=[O:5])C.O1CCCC1.[OH-].[Na+].Cl, predict the reaction product. The product is: [Cl:39][C:23]1[S:22][C:21]([C:18]2[CH:19]=[CH:20][C:15]([C:12]3[CH:13]=[CH:14][C:9]([C:6]4([C:4]([OH:5])=[O:3])[CH2:7][CH2:8]4)=[CH:10][CH:11]=3)=[C:16]([O:40][CH3:41])[CH:17]=2)=[C:25]([NH:26][C:27]([O:29][C@@H:30]([C:32]2[CH:37]=[CH:36][CH:35]=[C:34]([F:38])[CH:33]=2)[CH3:31])=[O:28])[CH:24]=1. (2) Given the reactants [C:1]([O:5][C:6]([N:8]1[CH2:13][CH2:12][CH:11]([OH:14])[CH2:10][CH2:9]1)=[O:7])([CH3:4])([CH3:3])[CH3:2].[H-].[Na+].[Br:17][CH2:18][CH2:19][CH2:20][CH2:21][CH2:22]Br.O, predict the reaction product. The product is: [Br:17][CH2:18][CH2:19][CH2:20][CH2:21][CH2:22][O:14][CH:11]1[CH2:12][CH2:13][N:8]([C:6]([O:5][C:1]([CH3:4])([CH3:2])[CH3:3])=[O:7])[CH2:9][CH2:10]1. (3) The product is: [CH:1]([O:4][C:5]1[CH:10]=[CH:9][CH:8]=[CH:7][C:6]=1[NH2:11])([CH3:3])[CH3:2]. Given the reactants [CH:1]([O:4][C:5]1[CH:10]=[CH:9][CH:8]=[CH:7][C:6]=1[N+:11]([O-])=O)([CH3:3])[CH3:2], predict the reaction product. (4) Given the reactants [CH3:1][C:2]1[N:24]=[C:5]2[N:6]=[C:7]([C:16]3[CH:23]=[CH:22][C:19]([CH:20]=O)=[CH:18][CH:17]=3)[C:8]([C:10]3[CH:15]=[CH:14][CH:13]=[CH:12][CH:11]=3)=[CH:9][N:4]2[N:3]=1.Cl.[NH:26]1[CH2:31][CH2:30][CH:29]([C:32]2[NH:36][C:35]3[CH:37]=[C:38]([C:41]([F:44])([F:43])[F:42])[CH:39]=[CH:40][C:34]=3[N:33]=2)[CH2:28][CH2:27]1.[BH-](OC(C)=O)(OC(C)=O)OC(C)=O.[Na+], predict the reaction product. The product is: [CH3:1][C:2]1[N:24]=[C:5]2[N:6]=[C:7]([C:16]3[CH:23]=[CH:22][C:19]([CH2:20][N:26]4[CH2:31][CH2:30][CH:29]([C:32]5[NH:36][C:35]6[CH:37]=[C:38]([C:41]([F:44])([F:43])[F:42])[CH:39]=[CH:40][C:34]=6[N:33]=5)[CH2:28][CH2:27]4)=[CH:18][CH:17]=3)[C:8]([C:10]3[CH:15]=[CH:14][CH:13]=[CH:12][CH:11]=3)=[CH:9][N:4]2[N:3]=1. (5) Given the reactants [C:1]1([P:7]([C:14]2[CH:19]=[CH:18][CH:17]=[CH:16][CH:15]=2)[C:8]2[CH:13]=[CH:12][CH:11]=[CH:10][CH:9]=2)[CH:6]=[CH:5][CH:4]=[CH:3][CH:2]=1.N(C(OC(C)C)=O)=NC(OC(C)C)=[O:23], predict the reaction product. The product is: [P:7]([C:1]1[CH:2]=[CH:3][CH:4]=[CH:5][CH:6]=1)([C:8]1[CH:13]=[CH:12][CH:11]=[CH:10][CH:9]=1)([C:14]1[CH:15]=[CH:16][CH:17]=[CH:18][CH:19]=1)=[O:23]. (6) The product is: [CH:16]1([N:7]2[CH2:8][C:9]([F:15])([F:14])[C:10](=[O:13])[N:11]([CH3:12])[C:5]3[CH:4]=[N:3][C:2]([NH:33][C:34]4[CH:47]=[CH:46][C:37]([C:38]([NH:40][CH2:41][CH2:42][CH2:6][N:7]([CH3:16])[CH3:8])=[O:39])=[CH:36][C:35]=4[O:48][CH3:49])=[N:20][C:6]2=3)[CH2:19][CH2:18][CH2:17]1. Given the reactants Cl[C:2]1[N:3]=[CH:4][C:5]2[N:11]([CH3:12])[C:10](=[O:13])[C:9]([F:15])([F:14])[CH2:8][N:7]([CH:16]3[CH2:19][CH2:18][CH2:17]3)[C:6]=2[N:20]=1.O.C1(C)C(S(O)(=O)=O)=CC=CC=1.[NH2:33][C:34]1[CH:47]=[CH:46][C:37]([C:38]([NH:40][CH2:41][CH2:42]N(C)C)=[O:39])=[CH:36][C:35]=1[O:48][CH3:49], predict the reaction product. (7) Given the reactants [CH2:1](Cl)CCl.[NH2:5][C:6]1[N:11]=[CH:10][C:9]([CH:12]=[CH:13][C:14]([OH:16])=O)=[CH:8][CH:7]=1.[NH:17]1[C:25]2[C:20](=[CH:21][CH:22]=[CH:23][CH:24]=2)[CH:19]=[CH:18]1.[CH:26]1[CH:27]=[CH:28][C:29]2N(O)N=N[C:30]=2[CH:31]=1.O.[CH:37]([N:40](C(C)C)[CH2:41]C)(C)C, predict the reaction product. The product is: [NH2:5][C:6]1[N:11]=[CH:10][C:9](/[CH:12]=[CH:13]/[C:14]([N:40]([CH2:41][C:19]2[C:20]3[C:25](=[CH:24][CH:23]=[CH:22][CH:21]=3)[N:17]([CH2:1][C:30]3[CH:29]=[CH:28][CH:27]=[CH:26][CH:31]=3)[CH:18]=2)[CH3:37])=[O:16])=[CH:8][CH:7]=1. (8) The product is: [Cl:1][C:2]1[CH:3]=[C:4]([N:8]2[N:12]=[N:11][C:10]([CH:13]3[CH2:18][O:17][CH2:16][CH2:15][N:14]3[C:21](=[S:22])[NH:20][CH3:19])=[N:9]2)[CH:5]=[CH:6][CH:7]=1. Given the reactants [Cl:1][C:2]1[CH:3]=[C:4]([N:8]2[N:12]=[N:11][C:10]([CH:13]3[CH2:18][O:17][CH2:16][CH2:15][NH:14]3)=[N:9]2)[CH:5]=[CH:6][CH:7]=1.[CH3:19][N:20]=[C:21]=[S:22], predict the reaction product. (9) Given the reactants C(C1CN(CC([NH:18][C:19]2[CH:24]=[CH:23][CH:22]=[CH:21][CH:20]=2)=O)C(=O)CN(S(C2C=CC(Cl)=CC=2)(=O)=O)C1=O)C1C=CC=CC=1.C(C1CN(CC(O)=O)C(=O)CN(S(C2C=CC(Cl)=CC=2)(=O)=O)C1=O)C1C=CC=CC=1.[CH2:67]([CH:74]1[CH2:80][N:79]([CH2:81][CH2:82][C:83](O)=[O:84])[C:78](=[O:86])[CH2:77][N:76]([S:87]([C:90]2[CH:95]=[CH:94][C:93]([Cl:96])=[CH:92][CH:91]=2)(=[O:89])=[O:88])[C:75]1=[O:97])[C:68]1[CH:73]=[CH:72][CH:71]=[CH:70][CH:69]=1, predict the reaction product. The product is: [CH2:67]([CH:74]1[CH2:80][N:79]([CH2:81][CH2:82][C:83]([NH:18][C:19]2[CH:24]=[CH:23][CH:22]=[CH:21][CH:20]=2)=[O:84])[C:78](=[O:86])[CH2:77][N:76]([S:87]([C:90]2[CH:91]=[CH:92][C:93]([Cl:96])=[CH:94][CH:95]=2)(=[O:88])=[O:89])[C:75]1=[O:97])[C:68]1[CH:69]=[CH:70][CH:71]=[CH:72][CH:73]=1. (10) Given the reactants [OH:1][C:2]1[CH:11]=[C:10]2[C:5]([CH:6]=[C:7]([S:16](Cl)(=[O:18])=[O:17])[CH:8]=[C:9]2[S:12](Cl)(=[O:14])=[O:13])=[CH:4][CH:3]=1.[Cl:20][C:21]1[CH:22]=[C:23]([CH:25]=[C:26]([Cl:28])[CH:27]=1)[NH2:24], predict the reaction product. The product is: [Cl:20][C:21]1[CH:22]=[C:23]([NH:24][S:12]([C:9]2[C:10]3[C:5](=[CH:4][CH:3]=[C:2]([OH:1])[CH:11]=3)[CH:6]=[C:7]([S:16]([NH:24][C:23]3[CH:22]=[C:21]([Cl:20])[CH:27]=[C:26]([Cl:28])[CH:25]=3)(=[O:18])=[O:17])[CH:8]=2)(=[O:14])=[O:13])[CH:25]=[C:26]([Cl:28])[CH:27]=1.